This data is from Forward reaction prediction with 1.9M reactions from USPTO patents (1976-2016). The task is: Predict the product of the given reaction. (1) Given the reactants [Cl:1][C:2]1[C:7]([C:8]#[N:9])=[C:6]([NH:10][CH2:11][CH2:12][OH:13])[N:5]=[C:4](S(C)(=O)=O)[N:3]=1.N[C:19]1([CH3:22])C[CH2:20]1.[CH2:23]([N:25](C(C)C)C(C)C)C, predict the reaction product. The product is: [Cl:1][C:2]1[C:7]([C:8]#[N:9])=[C:6]([NH:10][CH2:11][CH2:12][OH:13])[N:5]=[C:4]([NH:25][CH2:23][CH:22]2[CH2:19][CH2:20]2)[N:3]=1. (2) Given the reactants [CH3:1][O:2][CH2:3][C@H:4]([CH3:51])[CH2:5][O:6][CH2:7][C:8]1[CH:13]=[CH:12][C:11]([C@@H:14]2[C@@H:19]([O:20][CH2:21][C:22]3[CH:23]=[CH:24][C:25]4[O:30][CH2:29][CH2:28][N:27]([CH2:31][CH2:32][CH2:33][O:34][CH3:35])[C:26]=4[CH:36]=3)[CH2:18][N:17](S(C3C=CC(C)=CC=3)(=O)=O)[C@H:16]([CH2:47][CH:48]([NH2:50])[CH3:49])[CH2:15]2)=[CH:10][CH:9]=1.CCN(CC)CC.[C:59](Cl)(=[O:61])[CH3:60], predict the reaction product. The product is: [CH3:1][O:2][CH2:3][C@H:4]([CH3:51])[CH2:5][O:6][CH2:7][C:8]1[CH:13]=[CH:12][C:11]([C@@H:14]2[C@@H:19]([O:20][CH2:21][C:22]3[CH:23]=[CH:24][C:25]4[O:30][CH2:29][CH2:28][N:27]([CH2:31][CH2:32][CH2:33][O:34][CH3:35])[C:26]=4[CH:36]=3)[CH2:18][NH:17][C@H:16]([CH2:47][C@@H:48]([NH:50][C:59](=[O:61])[CH3:60])[CH3:49])[CH2:15]2)=[CH:10][CH:9]=1.